From a dataset of Reaction yield outcomes from USPTO patents with 853,638 reactions. Predict the reaction yield, written as a fraction of the theoretical maximum amount of product (1.0 means a 100% yield; for example, 0.34 means a 34% yield). (1) The reactants are [Cl:1][C:2]1[CH:3]=[C:4]([NH:15][C:16]2[C:25]3[C:20](=[CH:21][CH:22]=[CH:23][C:24]=3[O:26][CH2:27][C@H:28]3[CH2:32][CH2:31][CH2:30][N:29]3[C:33](=[O:36])[CH2:34][OH:35])[N:19]=[CH:18][N:17]=2)[CH:5]=[CH:6][C:7]=1[O:8][CH2:9][C:10]1[N:11]=CS[CH:14]=1.ClCC1[CH:43]=[C:42](C)[O:41]N=1. No catalyst specified. The product is [Cl:1][C:2]1[CH:3]=[C:4]([NH:15][C:16]2[C:25]3[C:20](=[CH:21][CH:22]=[CH:23][C:24]=3[O:26][CH2:27][C@H:28]3[CH2:32][CH2:31][CH2:30][N:29]3[C:33](=[O:36])[CH2:34][OH:35])[N:19]=[CH:18][N:17]=2)[CH:5]=[CH:6][C:7]=1[O:8][CH2:9][C:10]1[CH:14]=[C:42]([CH3:43])[O:41][N:11]=1. The yield is 0.280. (2) The yield is 0.0580. The catalyst is CS(C)=O. The reactants are F[C:2]1[CH:3]=[C:4]([CH:7]=[CH:8][CH:9]=1)[CH:5]=[O:6].[NH:10]1[CH:14]=[N:13][CH:12]=[N:11]1.C([O-])([O-])=O.[K+].[K+]. The product is [N:10]1([C:2]2[CH:3]=[C:4]([CH:7]=[CH:8][CH:9]=2)[CH:5]=[O:6])[CH:14]=[N:13][CH:12]=[N:11]1. (3) The reactants are [CH:1]12[CH2:7][CH:4]([CH2:5][CH2:6]1)[CH2:3][CH:2]2[CH2:8][C:9]([OH:11])=O.C(N(CC)C(C)C)(C)C.[CH3:21][C:22]1[CH:27]=[C:26]([N:28]2[CH2:33][CH2:32][O:31][CH2:30][CH2:29]2)[CH:25]=[C:24]([C:34]([F:37])([F:36])[F:35])[C:23]=1[NH2:38].C(OCC)(=O)C. The catalyst is CN(C)C=O. The product is [CH:1]12[CH2:7][CH:4]([CH2:5][CH2:6]1)[CH2:3][CH:2]2[CH2:8][C:9]([NH:38][C:23]1[C:24]([C:34]([F:35])([F:36])[F:37])=[CH:25][C:26]([N:28]2[CH2:33][CH2:32][O:31][CH2:30][CH2:29]2)=[CH:27][C:22]=1[CH3:21])=[O:11]. The yield is 0.0600. (4) The product is [CH3:35][C@@:12]12[C@H:13]3[CH2:14][CH2:15][C@:16]4([CH3:34])[C@@H:17]([C:27]5[CH:33]=[CH:32][C:30](=[O:31])[O:29][CH:28]=5)[CH2:18][CH2:19][C@:20]4([OH:26])[C@@H:21]3[CH2:22][CH2:23][C:24]1=[CH:25][C@@H:9]([OH:8])[CH2:10][CH2:11]2. The yield is 0.900. The reactants are C[C@@H]1O[C@@H]([O:8][C@@H:9]2[CH:25]=[C:24]3[C@@:12]([CH3:35])([C@@H:13]4[C@@H:21]([CH2:22][CH2:23]3)[C@:20]3([OH:26])[C@@:16]([CH3:34])([C@@H:17]([C:27]5[CH:33]=[CH:32][C:30](=[O:31])[O:29][CH:28]=5)[CH2:18][CH2:19]3)[CH2:15][CH2:14]4)[CH2:11][CH2:10]2)[C@H](O)[C@H](O)[C@H]1O.C([O-])(=O)C.[Na+]. The catalyst is C(O)C. (5) The reactants are [F:1][C:2]1[CH:3]=[C:4]([C:10]2[C:15]([C:16]3[CH:21]=[CH:20][C:19]([O:22][CH3:23])=[CH:18][CH:17]=3)=[N:14][NH:13][C:12](=[O:24])[CH:11]=2)[CH:5]=[CH:6][C:7]=1[O:8][CH3:9].Cl[CH2:26][CH:27]1[CH2:29][CH2:28]1. No catalyst specified. The product is [CH:27]1([CH2:26][N:13]2[C:12](=[O:24])[CH:11]=[C:10]([C:4]3[CH:5]=[CH:6][C:7]([O:8][CH3:9])=[C:2]([F:1])[CH:3]=3)[C:15]([C:16]3[CH:17]=[CH:18][C:19]([O:22][CH3:23])=[CH:20][CH:21]=3)=[N:14]2)[CH2:29][CH2:28]1. The yield is 0.938. (6) The reactants are [Li][CH2:2][CH2:3][CH2:4][CH3:5].[CH3:6][C@@H:7]1[O:11][C:10](=[O:12])[CH:9]=[CH:8]1. The catalyst is CCOCC.[Cu]I. The product is [CH2:2]([C@H:8]1[C@H:7]([CH3:6])[O:11][C:10](=[O:12])[CH2:9]1)[CH2:3][CH2:4][CH3:5]. The yield is 0.880. (7) The reactants are [CH:1]([O:14][C:15]1[C:24]2[N:23]=[CH:22][CH:21]=[CH:20][C:19]=2[C:18]([C:25](O)=[O:26])=[C:17]2[CH2:28][N:29]([CH2:32][C:33]3[CH:38]=[CH:37][C:36]([F:39])=[CH:35][CH:34]=3)[C:30](=[O:31])[C:16]=12)([C:8]1[CH:13]=[CH:12][CH:11]=[CH:10][CH:9]=1)[C:2]1[CH:7]=[CH:6][CH:5]=[CH:4][CH:3]=1.[C:40]([N:47]1[CH2:52][CH2:51][NH:50][CH2:49][CH2:48]1)([O:42][C:43]([CH3:46])([CH3:45])[CH3:44])=[O:41].C(N(CC)CC)C.Cl.CN(C)CCCN=C=NCC.O.ON1C2C=CC=CC=2N=N1. The catalyst is CN(C)C=O. The product is [C:43]([O:42][C:40]([N:47]1[CH2:48][CH2:49][N:50]([C:25]([C:18]2[C:19]3[CH:20]=[CH:21][CH:22]=[N:23][C:24]=3[C:15]([O:14][CH:1]([C:8]3[CH:13]=[CH:12][CH:11]=[CH:10][CH:9]=3)[C:2]3[CH:3]=[CH:4][CH:5]=[CH:6][CH:7]=3)=[C:16]3[C:30](=[O:31])[N:29]([CH2:32][C:33]4[CH:34]=[CH:35][C:36]([F:39])=[CH:37][CH:38]=4)[CH2:28][C:17]=23)=[O:26])[CH2:51][CH2:52]1)=[O:41])([CH3:46])([CH3:45])[CH3:44]. The yield is 0.450.